Dataset: Reaction yield outcomes from USPTO patents with 853,638 reactions. Task: Predict the reaction yield, written as a fraction of the theoretical maximum amount of product (1.0 means a 100% yield; for example, 0.34 means a 34% yield). (1) The reactants are [CH3:1][O:2][C:3]1[C:10]([C:11]2[S:12][CH:13]=[CH:14][CH:15]=2)=[CH:9][C:6]([CH:7]=O)=[C:5]([O:16][CH2:17][CH2:18][N:19]2[CH2:24][CH2:23][O:22][CH2:21][CH2:20]2)[CH:4]=1.[C:25]([C:28]1[CH:36]=[CH:35][C:31]([C:32]([OH:34])=[O:33])=[CH:30][CH:29]=1)(=[O:27])[CH3:26].C[O-].[Li+].[ClH:40]. The catalyst is CN(C)C=O.CO.O. The product is [ClH:40].[CH3:1][O:2][C:3]1[C:10]([C:11]2[S:12][CH:13]=[CH:14][CH:15]=2)=[CH:9][C:6](/[CH:7]=[CH:26]/[C:25]([C:28]2[CH:36]=[CH:35][C:31]([C:32]([OH:34])=[O:33])=[CH:30][CH:29]=2)=[O:27])=[C:5]([O:16][CH2:17][CH2:18][N:19]2[CH2:24][CH2:23][O:22][CH2:21][CH2:20]2)[CH:4]=1. The yield is 0.980. (2) The catalyst is C1C=CC(P(C2C=CC=CC=2)[C-]2C=CC=C2)=CC=1.C1C=CC(P(C2C=CC=CC=2)[C-]2C=CC=C2)=CC=1.Cl[Pd]Cl.[Fe+2].O.C(#N)C. The product is [C:18]([O:21][CH2:22][C:23]1[C:24]([N:32]2[N:41]=[CH:40][C:39]3[C:34](=[C:35]([F:46])[CH:36]=[C:37]([C:42]([CH3:44])([CH3:43])[CH3:45])[CH:38]=3)[C:33]2=[O:47])=[N:25][CH:26]=[CH:27][C:28]=1[C:2]1[N:3]=[C:4]([NH:10][C:11]2[CH:12]=[N:13][N:14]([CH2:16][CH3:17])[CH:15]=2)[C:5](=[O:9])[N:6]([CH3:8])[CH:7]=1)(=[O:20])[CH3:19]. The reactants are Br[C:2]1[N:3]=[C:4]([NH:10][C:11]2[CH:12]=[N:13][N:14]([CH2:16][CH3:17])[CH:15]=2)[C:5](=[O:9])[N:6]([CH3:8])[CH:7]=1.[C:18]([O:21][CH2:22][C:23]1[C:24]([N:32]2[N:41]=[CH:40][C:39]3[C:34](=[C:35]([F:46])[CH:36]=[C:37]([C:42]([CH3:45])([CH3:44])[CH3:43])[CH:38]=3)[C:33]2=[O:47])=[N:25][CH:26]=[CH:27][C:28]=1B(O)O)(=[O:20])[CH3:19].[O-]P([O-])([O-])=O.[K+].[K+].[K+].C([O-])(=O)C.[Na+]. The yield is 0.530. (3) The reactants are [CH:1]1([CH:4]([C:20]2[CH:25]=[CH:24][CH:23]=[C:22]([C:26]([F:29])([F:28])[F:27])[CH:21]=2)[N:5]2[CH2:10][CH2:9][N:8]([CH2:11][C:12]([O:14]C(C)(C)C)=[O:13])[C@H:7]([CH3:19])[CH2:6]2)[CH2:3][CH2:2]1.[ClH:30]. No catalyst specified. The product is [ClH:30].[ClH:30].[CH:1]1([CH:4]([C:20]2[CH:25]=[CH:24][CH:23]=[C:22]([C:26]([F:28])([F:29])[F:27])[CH:21]=2)[N:5]2[CH2:10][CH2:9][N:8]([CH2:11][C:12]([OH:14])=[O:13])[C@H:7]([CH3:19])[CH2:6]2)[CH2:3][CH2:2]1. The yield is 0.796. (4) The reactants are [CH3:1][N:2]([S:15]([C:18]1[CH:23]=[CH:22][C:21]([C:24]([F:27])([F:26])[F:25])=[CH:20][CH:19]=1)(=[O:17])=[O:16])[C@H:3]1[CH2:8][CH2:7][C@H:6]([O:9][CH2:10][CH2:11][C:12](O)=[O:13])[CH2:5][CH2:4]1.[CH3:28][NH:29][CH3:30].CN1CCOCC1.CCN=C=NCCCN(C)C.C1C=CC2N(O)N=NC=2C=1. The catalyst is C(Cl)Cl.C1COCC1. The product is [CH3:28][N:29]([CH3:30])[C:12](=[O:13])[CH2:11][CH2:10][O:9][C@H:6]1[CH2:7][CH2:8][C@H:3]([N:2]([CH3:1])[S:15]([C:18]2[CH:23]=[CH:22][C:21]([C:24]([F:27])([F:26])[F:25])=[CH:20][CH:19]=2)(=[O:17])=[O:16])[CH2:4][CH2:5]1. The yield is 0.900. (5) The reactants are O[CH2:2][C:3]1([C:7]([OH:9])=O)[CH2:6][O:5][CH2:4]1.[CH3:10]N(C(ON1N=NC2C=CC=NC1=2)=[N+](C)C)C.F[P-](F)(F)(F)(F)F.[CH3:34][C@@H:35]1[NH:41][CH2:40][C:39]2[CH:42]=[CH:43][C:44]([C:46]([O:48][CH3:49])=[O:47])=[CH:45][C:38]=2[O:37][CH2:36]1.CCN(C(C)C)C(C)C. The catalyst is CN(C=O)C. The product is [OH:5][CH2:4][C:3]1([C:7]([N:41]2[CH2:40][C:39]3[CH:42]=[CH:43][C:44]([C:46]([O:48][CH3:49])=[O:47])=[CH:45][C:38]=3[O:37][CH2:36][C@@H:35]2[CH3:34])=[O:9])[CH2:2][CH2:10][CH2:6]1. The yield is 0.550.